From a dataset of Catalyst prediction with 721,799 reactions and 888 catalyst types from USPTO. Predict which catalyst facilitates the given reaction. (1) Reactant: [ClH:1].C[O:3][C:4](=O)[CH2:5][C@H:6]([NH2:11])[C:7]([CH3:10])([CH3:9])[CH3:8].[OH-].[NH4+:14].O. Product: [ClH:1].[NH2:11][C@H:6]([C:7]([CH3:10])([CH3:9])[CH3:8])[CH2:5][C:4]([NH2:14])=[O:3]. The catalyst class is: 11. (2) Reactant: [CH:1]([C:9]1[NH:13][C:12]2[CH:14]=[CH:15][CH:16]=[CH:17][C:11]=2[N:10]=1)=[CH:2][C:3]1[CH:8]=[CH:7][CH:6]=[CH:5][CH:4]=1.[Cl:18][C:19]1[CH:24]=[CH:23][C:22]([CH3:25])=[CH:21][N:20]=1.N1C=CC=CC=1N1C2C=CC=CC=2N=C1/C=C/C1C=CC=CC=1.Cl. Product: [ClH:18].[CH3:25][C:22]1[CH:23]=[CH:24][C:19]([N:13]2[C:12]3[CH:14]=[CH:15][CH:16]=[CH:17][C:11]=3[N:10]=[C:9]2/[CH:1]=[CH:2]/[C:3]2[CH:4]=[CH:5][CH:6]=[CH:7][CH:8]=2)=[N:20][CH:21]=1. The catalyst class is: 5. (3) Reactant: [NH2:1][C:2]1[CH:7]=[CH:6][CH:5]=[C:4]([CH:8]([OH:10])[CH3:9])[C:3]=1[OH:11].[CH2:12]([O:14][C:15]1[C:16](=O)[C:17](=[O:22])[C:18]=1[O:19]CC)[CH3:13]. Product: [CH2:12]([O:14][C:15]1[C:18](=[O:19])[C:17](=[O:22])[C:16]=1[NH:1][C:2]1[CH:7]=[CH:6][CH:5]=[C:4]([CH:8]([OH:10])[CH3:9])[C:3]=1[OH:11])[CH3:13]. The catalyst class is: 8. (4) Reactant: [OH:1][C:2]1[CH:7]=[CH:6][CH:5]=[CH:4][C:3]=1[C:8](=O)[CH3:9].[NH3:11]. Product: [NH:11]=[C:8]([C:3]1[CH:4]=[CH:5][CH:6]=[CH:7][C:2]=1[OH:1])[CH3:9]. The catalyst class is: 5. (5) Reactant: [N:1]1([CH2:6][C:7]2[CH:12]=[CH:11][C:10]([CH2:13][CH2:14][NH:15][C:16]([C:18]3[CH:23]=[CH:22][C:21]([C:24]4[CH:29]=[CH:28][C:27]([C:30]([F:33])([F:32])[F:31])=[CH:26][CH:25]=4)=[CH:20][C:19]=3[NH2:34])=[O:17])=[CH:9][CH:8]=2)[CH2:5][CH2:4][CH2:3][CH2:2]1.[C:35](OC(=O)C)(=O)[CH3:36].[OH-].[Na+]. Product: [F:31][C:30]([F:32])([F:33])[C:27]1[CH:26]=[CH:25][C:24]([C:21]2[CH:20]=[C:19]3[C:18]([C:16](=[O:17])[N:15]([CH2:14][CH2:13][C:10]4[CH:11]=[CH:12][C:7]([CH2:6][N:1]5[CH2:5][CH2:4][CH2:3][CH2:2]5)=[CH:8][CH:9]=4)[C:35]([CH3:36])=[N:34]3)=[CH:23][CH:22]=2)=[CH:29][CH:28]=1. The catalyst class is: 86.